From a dataset of Full USPTO retrosynthesis dataset with 1.9M reactions from patents (1976-2016). Predict the reactants needed to synthesize the given product. Given the product [NH2:40][C:32]1[C:31]([C:29]([NH:28][C@H:26]([C:15]2[N:16]([C:20]3[CH:25]=[CH:24][CH:23]=[CH:22][CH:21]=3)[C:17](=[O:19])[C:18]3[C:13]([CH:14]=2)=[CH:12][CH:11]=[CH:10][C:9]=3[NH2:8])[CH3:27])=[O:30])=[C:35]2[N:36]=[CH:37][CH:38]=[CH:39][N:34]2[N:33]=1, predict the reactants needed to synthesize it. The reactants are: COC1C=CC(C[NH:8][C:9]2[CH:10]=[CH:11][CH:12]=[C:13]3[C:18]=2[C:17](=[O:19])[N:16]([C:20]2[CH:25]=[CH:24][CH:23]=[CH:22][CH:21]=2)[C:15]([C@@H:26]([NH:28][C:29]([C:31]2[C:32]([NH:40]C(=O)OC(C)(C)C)=[N:33][N:34]4[CH:39]=[CH:38][CH:37]=[N:36][C:35]=24)=[O:30])[CH3:27])=[CH:14]3)=CC=1.C1(OC)C=CC=CC=1.C(O)(C(F)(F)F)=O.C(=O)(O)[O-].